From a dataset of Forward reaction prediction with 1.9M reactions from USPTO patents (1976-2016). Predict the product of the given reaction. (1) Given the reactants [NH2:1][C:2]1[CH:10]=[C:9]([C:11]([O:13][CH3:14])=[O:12])[CH:8]=[C:7]2[C:3]=1[CH:4]=[CH:5][NH:6]2.[H-].[Na+].[CH2:17](I)[CH3:18].[ClH:20], predict the reaction product. The product is: [ClH:20].[NH2:1][C:2]1[CH:10]=[C:9]([C:11]([O:13][CH3:14])=[O:12])[CH:8]=[C:7]2[C:3]=1[CH:4]=[CH:5][N:6]2[CH2:17][CH3:18]. (2) Given the reactants C(OC(N1C(C(O)C(O)C)CNC2NC(N=CN(C)C)=NC(=O)C1=2)=O)(C)(C)C.[C:29]([N:36]1[CH2:43][CH2:42][CH2:41][C@H:37]1[C:38]([OH:40])=[O:39])([O:31]C(C)(C)C)=[O:30], predict the reaction product. The product is: [N:36]1([C:29]([OH:31])=[O:30])[CH2:43][CH2:42][CH2:41][CH:37]1[C:38]([OH:40])=[O:39]. (3) Given the reactants [Cl:1][C:2]1[C:7]([C:8](Cl)=[O:9])=[C:6]([Cl:11])[N:5]=[CH:4][N:3]=1.[Si:12]([O:19][CH2:20][CH2:21][NH:22][C:23]1[CH:24]=[CH:25][C:26]([O:29][CH2:30][C:31]([CH3:37])([CH3:36])[C:32]([O:34][CH3:35])=[O:33])=[N:27][CH:28]=1)([C:15]([CH3:18])([CH3:17])[CH3:16])([CH3:14])[CH3:13].C(N(CC)CC)C, predict the reaction product. The product is: [Si:12]([O:19][CH2:20][CH2:21][N:22]([C:23]1[CH:24]=[CH:25][C:26]([O:29][CH2:30][C:31]([CH3:37])([CH3:36])[C:32]([O:34][CH3:35])=[O:33])=[N:27][CH:28]=1)[C:8]([C:7]1[C:6]([Cl:11])=[N:5][CH:4]=[N:3][C:2]=1[Cl:1])=[O:9])([C:15]([CH3:18])([CH3:17])[CH3:16])([CH3:13])[CH3:14]. (4) Given the reactants [ClH:1].Cl.Cl.C1([NH:7][C:8]([C:10]2[C:18]3[CH:17]=[C:16]([C:19]4[C:24]([Cl:25])=[CH:23][N:22]=[C:21]([NH:26][CH2:27][CH2:28][CH2:29][N:30]5[CH2:35][CH2:34][N:33]([CH3:36])[CH2:32][CH2:31]5)[N:20]=4)[S:15][C:14]=3[CH:13]=[CH:12][CH:11]=2)=[O:9])CC1.[Cl:37]C1N=C(C2SC3C=CC=C([C:53](O)=[O:54])C=3C=2)C(Cl)=CN=1, predict the reaction product. The product is: [ClH:25].[ClH:37].[ClH:1].[CH3:53][O:54][NH:7][C:8]([C:10]1[C:18]2[CH:17]=[C:16]([C:19]3[C:24]([Cl:25])=[CH:23][N:22]=[C:21]([NH:26][CH2:27][CH2:28][CH2:29][N:30]4[CH2:35][CH2:34][N:33]([CH3:36])[CH2:32][CH2:31]4)[N:20]=3)[S:15][C:14]=2[CH:13]=[CH:12][CH:11]=1)=[O:9].